From a dataset of Reaction yield outcomes from USPTO patents with 853,638 reactions. Predict the reaction yield, written as a fraction of the theoretical maximum amount of product (1.0 means a 100% yield; for example, 0.34 means a 34% yield). (1) The reactants are [S:1]1[CH:5]=[CH:4][N:3]=[C:2]1[C:6]1[CH:11]=[CH:10][C:9]([OH:12])=[CH:8][CH:7]=1.I[C:14]1[CH:19]=[CH:18][CH:17]=[CH:16][C:15]=1[O:20][CH3:21].Cl.CN(C)CC(O)=O. The catalyst is O1CCOCC1.[Cu]I. The product is [CH3:21][O:20][C:15]1[CH:16]=[CH:17][C:18]([O:12][C:9]2[CH:10]=[CH:11][C:6]([C:2]3[S:1][CH:5]=[CH:4][N:3]=3)=[CH:7][CH:8]=2)=[CH:19][CH:14]=1. The yield is 0.900. (2) The reactants are BrC1C=CC(Br)=CC=1C1[O:10][C:11]([C:14]2[CH:19]=[CH:18][C:17]([O:20][CH2:21][CH2:22][CH2:23][CH2:24][CH2:25][CH2:26][CH2:27][CH3:28])=[CH:16][CH:15]=2)=[N:12][N:13]=1.[Br:29][C:30]1[CH:31]=[C:32]([CH:36]=[C:37]([Br:39])[CH:38]=1)[C:33](Cl)=[O:34]. No catalyst specified. The product is [Br:29][C:30]1[CH:31]=[C:32]([CH:36]=[C:37]([Br:39])[CH:38]=1)[C:33]([NH:13][NH:12][C:11](=[O:10])[C:14]1[CH:19]=[CH:18][C:17]([O:20][CH2:21][CH2:22][CH2:23][CH2:24][CH2:25][CH2:26][CH2:27][CH3:28])=[CH:16][CH:15]=1)=[O:34]. The yield is 0.360.